This data is from Reaction yield outcomes from USPTO patents with 853,638 reactions. The task is: Predict the reaction yield, written as a fraction of the theoretical maximum amount of product (1.0 means a 100% yield; for example, 0.34 means a 34% yield). (1) The reactants are [Cl:1][C:2]1[CH:7]=[C:6]([C:8]2[CH:13]=[CH:12][C:11]([F:14])=[CH:10][C:9]=2[F:15])[CH:5]=[C:4](Cl)[N:3]=1.[N-:17]=[N+]=[N-].[Na+].N1CCC[C@H]1C(O)=O. The catalyst is CS(C)=O. The product is [Cl:1][C:2]1[N:3]=[C:4]([NH2:17])[CH:5]=[C:6]([C:8]2[CH:13]=[CH:12][C:11]([F:14])=[CH:10][C:9]=2[F:15])[CH:7]=1. The yield is 0.310. (2) The reactants are Br[C:2]1[C:11]2[C:6](=[CH:7][CH:8]=[CH:9][CH:10]=2)[C:5]([F:12])=[CH:4][CH:3]=1.[Cl:13][C:14]1[CH:15]=[C:16]([CH:18]=[CH:19][CH:20]=1)[NH2:17].CC(C)([O-])C.[Na+]. The catalyst is C1(C)C=CC=CC=1.C(OCC)(=O)C.C1C=CC(P(C2C(C3C(P(C4C=CC=CC=4)C4C=CC=CC=4)=CC=C4C=3C=CC=C4)=C3C(C=CC=C3)=CC=2)C2C=CC=CC=2)=CC=1. The product is [Cl:13][C:14]1[CH:15]=[C:16]([NH:17][C:2]2[C:11]3[C:6](=[CH:7][CH:8]=[CH:9][CH:10]=3)[C:5]([F:12])=[CH:4][CH:3]=2)[CH:18]=[CH:19][CH:20]=1. The yield is 0.310. (3) The reactants are [NH2:1][C:2]1[N:7]=[CH:6][N:5]=[C:4]2[N:8]([CH:12]([C:14]3[CH:21]=[C:20]([Cl:22])[C:17]([C:18]#[N:19])=[C:16]([CH:23]4[CH2:26][NH:25][CH2:24]4)[C:15]=3[O:27][CH3:28])[CH3:13])[N:9]=[C:10]([CH3:11])[C:3]=12.C(N(CC)CC)C.[CH3:36][S:37](Cl)(=[O:39])=[O:38]. The catalyst is ClCCl.CO. The product is [NH2:1][C:2]1[N:7]=[CH:6][N:5]=[C:4]2[N:8]([CH:12]([C:14]3[CH:21]=[C:20]([Cl:22])[C:17]([C:18]#[N:19])=[C:16]([CH:23]4[CH2:24][N:25]([S:37]([CH3:36])(=[O:39])=[O:38])[CH2:26]4)[C:15]=3[O:27][CH3:28])[CH3:13])[N:9]=[C:10]([CH3:11])[C:3]=12. The yield is 0.420. (4) The reactants are [CH2:1]([N:3]1[C:12]2[CH:11]=[CH:10][C:9]([CH3:13])=[CH:8][C:7]=2[C:6](=[O:14])[C:5]2[N:15]([CH3:18])[N:16]=[CH:17][C:4]1=2)[CH3:2].CS(OC1C[CH2:28][N:27](C(OC(C)(C)C)=O)[CH2:26][CH2:25]1)(=O)=O.C(=O)([O-])[O-].[K+].[K+]. The catalyst is CS(C)=O.C1(C)C=CC=CC=1.C(OCC)(=O)C. The product is [CH3:18][N:15]1[C:5]2[C:6](=[O:14])[C:7]3[CH:8]=[C:9]([CH3:13])[CH:10]=[CH:11][C:12]=3[N:3]([CH:1]3[CH2:25][CH2:26][NH:27][CH2:28][CH2:2]3)[C:4]=2[CH:17]=[N:16]1. The yield is 0.260. (5) The reactants are Cl[C:2]1[N:3]=[C:4]2[C:9](=[CH:10][CH:11]=1)[N:8]=[CH:7][C:6]1[CH:12]=[CH:13][C:14](=[O:27])[N:15]([C:16]3[CH:21]=[CH:20][C:19]([C:22]([CH3:26])([CH3:25])[C:23]#[N:24])=[CH:18][CH:17]=3)[C:5]2=1.[CH3:28][O:29][C:30]1[N:35]=[CH:34][C:33](OB(O)O)=[CH:32][N:31]=1.ClC1N=C2C(=CC=1)N=CC1C=CC(=O)N(C3C=CC=C(C(F)(F)F)C=3)C2=1.CC1(C)C(C)(C)OB(C2C=CC(N)=NC=2)O1. No catalyst specified. The product is [CH3:28][O:29][C:30]1[N:35]=[CH:34][C:33]([C:2]2[N:3]=[C:4]3[C:9](=[CH:10][CH:11]=2)[N:8]=[CH:7][C:6]2[CH:12]=[CH:13][C:14](=[O:27])[N:15]([C:16]4[CH:17]=[CH:18][C:19]([C:22]([CH3:25])([CH3:26])[C:23]#[N:24])=[CH:20][CH:21]=4)[C:5]3=2)=[CH:32][N:31]=1. The yield is 0.790.